This data is from Full USPTO retrosynthesis dataset with 1.9M reactions from patents (1976-2016). The task is: Predict the reactants needed to synthesize the given product. (1) Given the product [C:1]([O:5][C:6](=[O:33])[N:7]([CH2:24][C:25]1[CH:30]=[CH:29][CH:28]=[CH:27][C:26]=1[O:31][CH3:32])[CH2:8][C:9]1[CH:14]=[CH:13][CH:12]=[C:11]([CH2:15][CH2:16][OH:17])[CH:10]=1)([CH3:3])([CH3:4])[CH3:2], predict the reactants needed to synthesize it. The reactants are: [C:1]([O:5][C:6](=[O:33])[N:7]([CH2:24][C:25]1[CH:30]=[CH:29][CH:28]=[CH:27][C:26]=1[O:31][CH3:32])[CH2:8][C:9]1[CH:14]=[CH:13][CH:12]=[C:11]([CH2:15][CH2:16][O:17]C2CCCCO2)[CH:10]=1)([CH3:4])([CH3:3])[CH3:2]. (2) Given the product [CH2:18]([C:17]1[N:6]([C:7]2[CH:12]=[CH:11][CH:10]=[CH:9][CH:8]=2)[C:4](=[O:5])[C:3]([C:1]#[N:2])=[CH:15][CH:16]=1)[CH3:19], predict the reactants needed to synthesize it. The reactants are: [C:1]([CH2:3][C:4]([NH:6][C:7]1[CH:12]=[CH:11][CH:10]=[CH:9][CH:8]=1)=[O:5])#[N:2].CO/[CH:15]=[CH:16]/[C:17](=O)[CH2:18][CH3:19].N12CCN(CC1)CC2.Cl.